This data is from Peptide-MHC class II binding affinity with 134,281 pairs from IEDB. The task is: Regression. Given a peptide amino acid sequence and an MHC pseudo amino acid sequence, predict their binding affinity value. This is MHC class II binding data. (1) The peptide sequence is YVYEPFPKEVWEQIF. The MHC is HLA-DQA10102-DQB10602 with pseudo-sequence HLA-DQA10102-DQB10602. The binding affinity (normalized) is 0.185. (2) The peptide sequence is AAAEAGTTVYGAFAA. The MHC is HLA-DQA10102-DQB10602 with pseudo-sequence HLA-DQA10102-DQB10602. The binding affinity (normalized) is 0.809.